This data is from Full USPTO retrosynthesis dataset with 1.9M reactions from patents (1976-2016). The task is: Predict the reactants needed to synthesize the given product. (1) The reactants are: [CH2:1]([O:8][C:9]1[CH:10]=[CH:11][C:12]2[CH2:13][C@H:14]3[N:26]([CH2:27][CH:28]4[CH2:30][CH2:29]4)[CH2:25][CH2:24][C@:20]45[C:21]=2[C:22]=1[O:23][C@H:19]4[C@H:18]([N:31]1[CH2:35][CH2:34][CH2:33][C:32]1=[O:36])[CH2:17][CH2:16][C@@:15]35[OH:37])[C:2]1[CH:7]=[CH:6][CH:5]=[CH:4][CH:3]=1.[Li+].CC([N-]C(C)C)C.C1COCC1.[CH2:51](Br)[C:52]1[CH:57]=[CH:56][CH:55]=[CH:54][CH:53]=1.C(=O)([O-])O.[Na+]. Given the product [CH2:1]([O:8][C:9]1[CH:10]=[CH:11][C:12]2[CH2:13][C@H:14]3[N:26]([CH2:27][CH:28]4[CH2:29][CH2:30]4)[CH2:25][CH2:24][C@:20]45[C:21]=2[C:22]=1[O:23][C@H:19]4[C@H:18]([N:31]1[CH2:35][CH2:34][CH:33]([CH2:51][C:52]2[CH:57]=[CH:56][CH:55]=[CH:54][CH:53]=2)[C:32]1=[O:36])[CH2:17][CH2:16][C@@:15]35[OH:37])[C:2]1[CH:3]=[CH:4][CH:5]=[CH:6][CH:7]=1, predict the reactants needed to synthesize it. (2) Given the product [CH2:17]([O:24][C:25]([N:27]1[CH2:32][CH2:31][N:30]([C:14]([CH:11]2[CH2:10][CH2:9][N:8]([C:6]([O:5][C:1]([CH3:2])([CH3:3])[CH3:4])=[O:7])[CH2:13][CH2:12]2)=[O:16])[C@@H:29]([CH3:33])[CH2:28]1)=[O:26])[C:18]1[CH:19]=[CH:20][CH:21]=[CH:22][CH:23]=1, predict the reactants needed to synthesize it. The reactants are: [C:1]([O:5][C:6]([N:8]1[CH2:13][CH2:12][CH:11]([C:14]([OH:16])=O)[CH2:10][CH2:9]1)=[O:7])([CH3:4])([CH3:3])[CH3:2].[CH2:17]([O:24][C:25]([N:27]1[CH2:32][CH2:31][NH:30][C@@H:29]([CH3:33])[CH2:28]1)=[O:26])[C:18]1[CH:23]=[CH:22][CH:21]=[CH:20][CH:19]=1.C1C=CC2N(O)N=NC=2C=1.CCN(CC1C=CC=CC=1)CC.C=CC1C=CC=CC=1.C=CC1C=CC(C=C)=CC=1. (3) Given the product [C:1]([C:3]1[C:7]2[CH:8]=[C:9]([CH:17]3[CH2:18][CH2:19]3)[C:10]([N:12]([S:13]([CH3:16])(=[O:15])=[O:14])[CH2:34][CH2:35][CH2:36][S:37]([NH2:40])(=[O:39])=[O:38])=[CH:11][C:6]=2[O:5][C:4]=1[C:20]1[CH:21]=[CH:22][C:23]([F:26])=[CH:24][CH:25]=1)#[N:2], predict the reactants needed to synthesize it. The reactants are: [C:1]([C:3]1[C:7]2[CH:8]=[C:9]([CH:17]3[CH2:19][CH2:18]3)[C:10]([NH:12][S:13]([CH3:16])(=[O:15])=[O:14])=[CH:11][C:6]=2[O:5][C:4]=1[C:20]1[CH:25]=[CH:24][C:23]([F:26])=[CH:22][CH:21]=1)#[N:2].C(=O)([O-])[O-].[K+].[K+].Cl[CH2:34][CH2:35][CH2:36][S:37]([NH2:40])(=[O:39])=[O:38].[I-].[Na+]. (4) Given the product [C:28]([C:25]1[CH:24]=[C:23]([C:21]2[NH:1][C:4]3[C:5]([N:20]=2)=[N:6][C:7]([C:10]2[CH:15]=[CH:14][CH:13]=[CH:12][C:11]=2[C:16]([F:19])([F:18])[F:17])=[CH:8][CH:9]=3)[O:27][N:26]=1)([CH3:31])([CH3:30])[CH3:29], predict the reactants needed to synthesize it. The reactants are: [N+:1]([C:4]1[C:5]([NH:20][C:21]([C:23]2[O:27][N:26]=[C:25]([C:28]([CH3:31])([CH3:30])[CH3:29])[CH:24]=2)=O)=[N:6][C:7]([C:10]2[CH:15]=[CH:14][CH:13]=[CH:12][C:11]=2[C:16]([F:19])([F:18])[F:17])=[CH:8][CH:9]=1)([O-])=O. (5) Given the product [CH2:2]([N:6]1[CH2:11][CH2:10][CH2:9][CH2:8][CH:7]1[CH2:12][CH2:13][C:14]1[CH:19]=[C:18]([C:20]([F:22])([F:23])[F:21])[CH:17]=[CH:16][C:15]=1[C:24]1[N:29]=[CH:28][N:27]=[C:26]([O:30][C:31]2[C:36]3[N:37]=[C:38]([NH:40][C:41](=[O:43])[CH3:42])[S:39][C:35]=3[CH:34]=[CH:33][CH:32]=2)[CH:25]=1)[CH:3]([CH3:5])[CH3:4], predict the reactants needed to synthesize it. The reactants are: Cl.[CH2:2]([N:6]1[CH2:11][CH2:10][CH2:9][CH2:8][CH:7]1[C:12]#[C:13][C:14]1[CH:19]=[C:18]([C:20]([F:23])([F:22])[F:21])[CH:17]=[CH:16][C:15]=1[C:24]1[N:29]=[CH:28][N:27]=[C:26]([O:30][C:31]2[C:36]3[N:37]=[C:38]([NH:40][C:41](=[O:43])[CH3:42])[S:39][C:35]=3[CH:34]=[CH:33][CH:32]=2)[CH:25]=1)[CH:3]([CH3:5])[CH3:4].